This data is from Full USPTO retrosynthesis dataset with 1.9M reactions from patents (1976-2016). The task is: Predict the reactants needed to synthesize the given product. Given the product [C:1]([O:5][C:6]([N:8]1[CH2:25][CH2:24][CH2:23][C@:10]2([O:14][C:13](=[O:15])[N:12]([C:16]3[CH:17]=[N:18][C:19]([NH:22][C:35]4[N:36]=[CH:37][C:32]5[CH:31]=[C:30]([C:28](=[O:29])[N:27]([CH3:26])[CH3:45])[N:39]([CH:40]6[CH2:44][CH2:43][CH2:42][CH2:41]6)[C:33]=5[N:34]=4)=[CH:20][CH:21]=3)[CH2:11]2)[CH2:9]1)=[O:7])([CH3:4])([CH3:2])[CH3:3], predict the reactants needed to synthesize it. The reactants are: [C:1]([O:5][C:6]([N:8]1[CH2:25][CH2:24][CH2:23][C@:10]2([O:14][C:13](=[O:15])[N:12]([C:16]3[CH:17]=[N:18][C:19]([NH2:22])=[CH:20][CH:21]=3)[CH2:11]2)[CH2:9]1)=[O:7])([CH3:4])([CH3:3])[CH3:2].[CH3:26][N:27]([CH3:45])[C:28]([C:30]1[N:39]([CH:40]2[CH2:44][CH2:43][CH2:42][CH2:41]2)[C:33]2[N:34]=[C:35](Cl)[N:36]=[CH:37][C:32]=2[CH:31]=1)=[O:29].